From a dataset of Full USPTO retrosynthesis dataset with 1.9M reactions from patents (1976-2016). Predict the reactants needed to synthesize the given product. (1) The reactants are: C[O:2][C:3](=[O:33])[CH2:4][N:5]1[C:13]2[C:8](=[CH:9][C:10]([F:14])=[CH:11][CH:12]=2)[C:7]([CH2:15][C:16]2[CH:21]=[CH:20][C:19]([S:22]([C:25]3[CH:30]=[CH:29][C:28]([F:31])=[CH:27][CH:26]=3)(=[O:24])=[O:23])=[CH:18][CH:17]=2)=[C:6]1[CH3:32].[OH-].[Na+].Cl. Given the product [F:14][C:10]1[CH:9]=[C:8]2[C:13](=[CH:12][CH:11]=1)[N:5]([CH2:4][C:3]([OH:33])=[O:2])[C:6]([CH3:32])=[C:7]2[CH2:15][C:16]1[CH:21]=[CH:20][C:19]([S:22]([C:25]2[CH:26]=[CH:27][C:28]([F:31])=[CH:29][CH:30]=2)(=[O:23])=[O:24])=[CH:18][CH:17]=1, predict the reactants needed to synthesize it. (2) Given the product [C:7]([O:11][C:12](=[O:42])[NH:13][C:14]1(/[CH:22]=[CH:23]/[C:24]2[CH:29]=[CH:28][C:27]([O:30][CH2:31][CH2:32][CH2:33][CH2:34][CH2:35][CH2:36][CH3:37])=[C:26]([C:38]([F:41])([F:39])[F:40])[CH:25]=2)[CH2:19][O:18][C:17]([CH3:20])([CH3:21])[O:16][CH2:15]1)([CH3:8])([CH3:9])[CH3:10], predict the reactants needed to synthesize it. The reactants are: CC(C)([O-])C.[K+].[C:7]([O:11][C:12](=[O:42])[NH:13][C:14]1([CH2:22][CH2:23][C:24]2[CH:29]=[CH:28][C:27]([O:30][CH2:31][CH2:32][CH2:33][CH2:34][CH2:35][CH2:36][CH3:37])=[C:26]([C:38]([F:41])([F:40])[F:39])[CH:25]=2)[CH2:19][O:18][C:17]([CH3:21])([CH3:20])[O:16][CH2:15]1)([CH3:10])([CH3:9])[CH3:8].C(OC1C=CC(CP(=O)(OCC)OCC)=CC=1C(F)(F)F)CCCCCC.CCCCCCC. (3) Given the product [Cl:1][C:2]1[CH:7]=[C:6]([CH:8]([S:31][C:28]2[CH:29]=[CH:30][C:25]([Cl:24])=[CH:26][CH:27]=2)[C:10]2[CH:15]=[C:14]([F:16])[CH:13]=[CH:12][C:11]=2[F:17])[C:5]([Cl:18])=[CH:4][N:3]=1, predict the reactants needed to synthesize it. The reactants are: [Cl:1][C:2]1[CH:7]=[C:6]([CH:8]([C:10]2[CH:15]=[C:14]([F:16])[CH:13]=[CH:12][C:11]=2[F:17])O)[C:5]([Cl:18])=[CH:4][N:3]=1.CN(C)C=O.[Cl:24][C:25]1[CH:30]=[CH:29][C:28]([SH:31])=[CH:27][CH:26]=1.C(=O)([O-])[O-].[K+].[K+]. (4) Given the product [CH3:20][C:16]1[NH:17][C:18](=[O:19])[C:13]([C:11]2[N:12]=[C:8]([C:6]3[CH:5]=[CH:4][N:3]=[C:2]([NH:35][CH2:34][CH2:33][O:26][C:27]4[CH:32]=[CH:31][CH:30]=[CH:29][CH:28]=4)[CH:7]=3)[S:9][CH:10]=2)=[CH:14][C:15]=1[C:21]([O:23][CH2:24][CH3:25])=[O:22], predict the reactants needed to synthesize it. The reactants are: Cl[C:2]1[CH:7]=[C:6]([C:8]2[S:9][CH:10]=[C:11]([C:13]3[C:18](=[O:19])[NH:17][C:16]([CH3:20])=[C:15]([C:21]([O:23][CH2:24][CH3:25])=[O:22])[CH:14]=3)[N:12]=2)[CH:5]=[CH:4][N:3]=1.[O:26]([CH2:33][CH2:34][NH2:35])[C:27]1[CH:32]=[CH:31][CH:30]=[CH:29][CH:28]=1. (5) The reactants are: [N:1]1([CH2:6][C:7]2[CH:12]=[CH:11][C:10]([CH2:13][CH2:14][NH2:15])=[CH:9][CH:8]=2)[CH2:5][CH2:4][CH2:3][CH2:2]1.[CH2:16]([C:18]1[CH:23]=[CH:22][C:21]([C:24]2[CH:29]=[CH:28][C:27]([C:30](O)=[O:31])=[CH:26][CH:25]=2)=[CH:20][CH:19]=1)[CH3:17]. Given the product [N:1]1([CH2:6][C:7]2[CH:12]=[CH:11][C:10]([CH2:13][CH2:14][NH:15][C:30]([C:27]3[CH:26]=[CH:25][C:24]([C:21]4[CH:22]=[CH:23][C:18]([CH2:16][CH3:17])=[CH:19][CH:20]=4)=[CH:29][CH:28]=3)=[O:31])=[CH:9][CH:8]=2)[CH2:5][CH2:4][CH2:3][CH2:2]1, predict the reactants needed to synthesize it. (6) Given the product [CH3:1][C@H:2]1[CH2:3][CH2:4][C@H:5]([C:8]([N:10]([CH:25]2[CH2:26][CH2:27][N:28]([CH:33]3[CH2:34][CH2:35][CH2:36][O:31][CH2:32]3)[CH2:29][CH2:30]2)[C:11]2[S:12][C:13]([C:19]3[CH:20]=[CH:21][CH:22]=[CH:23][CH:24]=3)=[CH:14][C:15]=2[C:16]([OH:18])=[O:17])=[O:9])[CH2:6][CH2:7]1, predict the reactants needed to synthesize it. The reactants are: [CH3:1][C@H:2]1[CH2:7][CH2:6][C@H:5]([C:8]([N:10]([CH:25]2[CH2:30][CH2:29][NH:28][CH2:27][CH2:26]2)[C:11]2[S:12][C:13]([C:19]3[CH:24]=[CH:23][CH:22]=[CH:21][CH:20]=3)=[CH:14][C:15]=2[C:16]([OH:18])=[O:17])=[O:9])[CH2:4][CH2:3]1.[O:31]1[CH2:36][CH2:35][CH2:34][C:33](=O)[CH2:32]1. (7) Given the product [NH2:25][C:19]1[C:18]([O:3][CH:4]2[CH2:5][CH2:6][N:7]([C:10]([O:12][C:13]([CH3:16])([CH3:15])[CH3:14])=[O:11])[CH2:8][CH2:9]2)=[N:23][C:22]([Br:24])=[CH:21][N:20]=1, predict the reactants needed to synthesize it. The reactants are: [H-].[Na+].[OH:3][CH:4]1[CH2:9][CH2:8][N:7]([C:10]([O:12][C:13]([CH3:16])([CH3:15])[CH3:14])=[O:11])[CH2:6][CH2:5]1.Br[C:18]1[C:19]([NH2:25])=[N:20][CH:21]=[C:22]([Br:24])[N:23]=1.